This data is from Full USPTO retrosynthesis dataset with 1.9M reactions from patents (1976-2016). The task is: Predict the reactants needed to synthesize the given product. (1) Given the product [CH3:1][C:2]1[O:3][C:4]2[C:10]([NH2:11])=[CH:9][CH:8]=[CH:7][C:5]=2[N:6]=1, predict the reactants needed to synthesize it. The reactants are: [CH3:1][C:2]1[O:3][C:4]2[C:10]([N+:11]([O-])=O)=[CH:9][CH:8]=[CH:7][C:5]=2[N:6]=1.[H][H]. (2) Given the product [Cl:2][C:3]1[CH:4]=[C:5]2[C:9](=[CH:10][CH:11]=1)[NH:8][CH:7]=[C:6]2[CH2:12][CH2:13][NH:14][C:21]([CH:20]1[CH2:19][CH2:18][N:17]([C:24]2[CH:25]=[C:26]([CH3:30])[CH:27]=[CH:28][CH:29]=2)[C:16]1=[O:15])=[O:22], predict the reactants needed to synthesize it. The reactants are: Cl.[Cl:2][C:3]1[CH:4]=[C:5]2[C:9](=[CH:10][CH:11]=1)[NH:8][CH:7]=[C:6]2[CH2:12][CH2:13][NH2:14].[O:15]=[C:16]1[CH:20]([C:21](O)=[O:22])[CH2:19][CH2:18][N:17]1[C:24]1[CH:25]=[C:26]([CH3:30])[CH:27]=[CH:28][CH:29]=1.[O:15]=[C:16]1[CH:20]([C:21](O)=[O:22])[CH2:19][CH2:18][N:17]1[C:24]1[CH:25]=[C:26]([CH3:30])[CH:27]=[CH:28][CH:29]=1.C1CN([P+](ON2N=NC3C=CC=CC2=3)(N2CCCC2)N2CCCC2)CC1.F[P-](F)(F)(F)(F)F.C(N(CC)C(C)C)(C)C. (3) Given the product [C:1]([C:4]1[C:8]2[CH:9]=[C:10]([C:13]([OH:15])=[O:14])[CH:11]=[CH:12][C:7]=2[O:6][CH:5]=1)#[C:2][CH3:3], predict the reactants needed to synthesize it. The reactants are: [C:1]([C:4]1[C:8]2[CH:9]=[C:10]([C:13]([O:15]C)=[O:14])[CH:11]=[CH:12][C:7]=2[O:6][CH:5]=1)#[C:2][CH3:3].[OH-].[Na+].O. (4) Given the product [Br:13][C:14]1[CH:15]=[CH:16][C:17](/[C:20](=[CH:6]\[C:5]2[CH:8]=[CH:9][CH:10]=[CH:11][C:4]=2[N+:1]([O-:3])=[O:2])/[C:21]([OH:23])=[O:22])=[CH:18][CH:19]=1, predict the reactants needed to synthesize it. The reactants are: [N+:1]([C:4]1[CH:11]=[CH:10][CH:9]=[CH:8][C:5]=1[CH:6]=O)([O-:3])=[O:2].[Na+].[Br:13][C:14]1[CH:19]=[CH:18][C:17]([CH2:20][C:21]([O-:23])=[O:22])=[CH:16][CH:15]=1.O.CCO. (5) Given the product [Br:15][C:16]1[CH:21]=[CH:20][C:19]([C:2]([C:5]2[CH:10]=[C:9]([N+:11]([O-:13])=[O:12])[CH:8]=[C:7]([Cl:14])[CH:6]=2)([CH3:4])[CH3:3])=[CH:18][CH:17]=1, predict the reactants needed to synthesize it. The reactants are: Br[C:2]([C:5]1[CH:10]=[C:9]([N+:11]([O-:13])=[O:12])[CH:8]=[C:7]([Cl:14])[CH:6]=1)([CH3:4])[CH3:3].[Br:15][C:16]1[CH:21]=[CH:20][CH:19]=[CH:18][CH:17]=1.[Al+3].[Cl-].[Cl-].[Cl-].O. (6) Given the product [O:23]1[CH2:27][CH2:26][CH:25]([CH2:28][NH:29][C:19]([C:16]2[CH:15]=[C:14]([CH2:13][CH2:12][CH2:11][CH2:10][CH2:9][CH2:8][O:1][C:2]3[CH:3]=[CH:4][CH:5]=[CH:6][CH:7]=3)[O:18][N:17]=2)=[O:21])[CH2:24]1, predict the reactants needed to synthesize it. The reactants are: [O:1]([CH2:8][CH2:9][CH2:10][CH2:11][CH2:12][CH2:13][C:14]1[O:18][N:17]=[C:16]([C:19]([OH:21])=O)[CH:15]=1)[C:2]1[CH:7]=[CH:6][CH:5]=[CH:4][CH:3]=1.Cl.[O:23]1[CH2:27][CH2:26][CH:25]([CH2:28][NH2:29])[CH2:24]1.C(N(CC)CC)C.ON1C2C=CC=CC=2N=N1.Cl.C(N=C=NCCCN(C)C)C. (7) Given the product [Cl:1][C:2]1[CH:10]=[CH:9][C:8]([I:11])=[CH:7][C:3]=1[C:4]([NH:34][CH2:33][C:23]12[CH2:32][CH:27]3[CH2:26][CH:25]([CH2:31][CH:29]([CH2:28]3)[CH2:30]1)[CH2:24]2)=[O:6], predict the reactants needed to synthesize it. The reactants are: [Cl:1][C:2]1[CH:10]=[CH:9][C:8]([I:11])=[CH:7][C:3]=1[C:4]([OH:6])=O.C(Cl)(=O)C(Cl)=O.CN(C)C=O.[C:23]12([CH2:33][NH2:34])[CH2:32][CH:27]3[CH2:28][CH:29]([CH2:31][CH:25]([CH2:26]3)[CH2:24]1)[CH2:30]2. (8) Given the product [Br:8][C:9]1[CH:22]=[CH:21][C:20]2[C:11](=[C:12]([C:1]3[CH:6]=[CH:5][CH:4]=[CH:3][CH:2]=3)[C:13]3[C:18]([C:19]=2[C:1]2[CH:6]=[CH:5][CH:4]=[CH:3][CH:2]=2)=[CH:17][C:16]([Br:24])=[CH:15][CH:14]=3)[CH:10]=1, predict the reactants needed to synthesize it. The reactants are: [C:1]1([Li])[CH:6]=[CH:5][CH:4]=[CH:3][CH:2]=1.[Br:8][C:9]1[CH:22]=[CH:21][C:20]2[C:19](=O)[C:18]3[C:13](=[CH:14][CH:15]=[C:16]([Br:24])[CH:17]=3)[C:12](=O)[C:11]=2[CH:10]=1. (9) Given the product [Cl:1][C:2]1[C:3]([NH:17][CH:18]2[CH2:25][CH:21]3[CH2:22][N:23]([C:33](=[O:35])[CH3:34])[CH2:24][CH:20]3[CH2:19]2)=[N:4][C:5]([NH:8][C:9]2[CH:13]=[C:12]([CH:14]3[CH2:15][CH2:16]3)[NH:11][N:10]=2)=[N:6][CH:7]=1, predict the reactants needed to synthesize it. The reactants are: [Cl:1][C:2]1[C:3]([NH:17][CH:18]2[CH2:25][CH:21]3[CH2:22][NH:23][CH2:24][CH:20]3[CH2:19]2)=[N:4][C:5]([NH:8][C:9]2[CH:13]=[C:12]([CH:14]3[CH2:16][CH2:15]3)[NH:11][N:10]=2)=[N:6][CH:7]=1.CCN(CC)CC.[C:33](OC(=O)C)(=[O:35])[CH3:34].